This data is from Full USPTO retrosynthesis dataset with 1.9M reactions from patents (1976-2016). The task is: Predict the reactants needed to synthesize the given product. (1) Given the product [CH3:26][O:27][C:28]([C:30]1[CH2:31][N:32]([C:44]([O:46][C:47]([CH3:50])([CH3:49])[CH3:48])=[O:45])[CH2:33][CH2:34][C:35]=1[C:2]1[CH:20]=[CH:19][C:5]([O:6][CH2:7][CH2:8][O:9][C:10]2[C:15]([Cl:16])=[CH:14][C:13]([CH3:17])=[CH:12][C:11]=2[Cl:18])=[CH:4][CH:3]=1)=[O:29], predict the reactants needed to synthesize it. The reactants are: Br[C:2]1[CH:20]=[CH:19][C:5]([O:6][CH2:7][CH2:8][O:9][C:10]2[C:15]([Cl:16])=[CH:14][C:13]([CH3:17])=[CH:12][C:11]=2[Cl:18])=[CH:4][CH:3]=1.[Li]CCCC.[CH3:26][O:27][C:28]([C:30]1[CH2:31][N:32]([C:44]([O:46][C:47]([CH3:50])([CH3:49])[CH3:48])=[O:45])[CH2:33][CH2:34][C:35]=1OS(C(F)(F)F)(=O)=O)=[O:29].[NH4+].[Cl-]. (2) Given the product [CH3:1][O:2][C:3]1[C:8]2[N:9]([CH:24]([CH3:30])[C:25]([OH:27])=[O:26])[C:10](=[N:12][C:19](=[O:20])[C:16]3[CH:17]=[CH:18][C:13]([CH3:22])=[CH:14][CH:15]=3)[S:11][C:7]=2[CH:6]=[CH:5][CH:4]=1, predict the reactants needed to synthesize it. The reactants are: [CH3:1][O:2][C:3]1[C:8]2[N:9]=[C:10]([NH2:12])[S:11][C:7]=2[CH:6]=[CH:5][CH:4]=1.[C:13]1([CH3:22])[CH:18]=[CH:17][C:16]([C:19](Cl)=[O:20])=[CH:15][CH:14]=1.Br[CH:24]([CH3:30])[C:25]([O:27]CC)=[O:26].COC1C=CC2N=C(N)SC=2C=1.ClC1C=C(C=CC=1)C(Cl)=O.BrCC(OCC)=O.